This data is from Reaction yield outcomes from USPTO patents with 853,638 reactions. The task is: Predict the reaction yield, written as a fraction of the theoretical maximum amount of product (1.0 means a 100% yield; for example, 0.34 means a 34% yield). (1) The product is [Cl:24][C:25]1[N:26]=[C:27]([C:32]([NH:1][C@H:2]2[CH2:7][CH2:6][N:5]([C:8]3[O:9][C:10]([CH2:20][CH3:21])=[C:11]([C:13]([O:15][CH2:16][CH2:17][CH2:18][CH3:19])=[O:14])[N:12]=3)[CH2:4][C@H:3]2[O:22][CH3:23])=[O:33])[NH:28][C:29]=1[CH2:30][CH3:31]. The catalyst is ClCCl.CC(N(C)C)=O. The reactants are [NH2:1][C@H:2]1[CH2:7][CH2:6][N:5]([C:8]2[O:9][C:10]([CH2:20][CH3:21])=[C:11]([C:13]([O:15][CH2:16][CH2:17][CH2:18][CH3:19])=[O:14])[N:12]=2)[CH2:4][C@H:3]1[O:22][CH3:23].[Cl:24][C:25]1[N:26]=[C:27]([C:32](O)=[O:33])[NH:28][C:29]=1[CH2:30][CH3:31].CCN=C=NCCCN(C)C.Cl.C1C=CC2N(O)N=NC=2C=1. The yield is 0.800. (2) The reactants are [CH3:1][O:2][C:3]1[C:11]2[O:10][CH:9]([CH3:12])[CH2:8][C:7]=2[C:6]([CH3:13])=[C:5]([N:14]2[CH2:19][CH2:18][NH:17][CH2:16][CH2:15]2)[C:4]=1[CH3:20].Br[C:22]1[CH:27]=[CH:26][C:25]([O:28][CH2:29][CH3:30])=[CH:24][CH:23]=1. No catalyst specified. The product is [CH2:29]([O:28][C:25]1[CH:26]=[CH:27][C:22]([N:17]2[CH2:18][CH2:19][N:14]([C:5]3[C:4]([CH3:20])=[C:3]([O:2][CH3:1])[C:11]4[O:10][CH:9]([CH3:12])[CH2:8][C:7]=4[C:6]=3[CH3:13])[CH2:15][CH2:16]2)=[CH:23][CH:24]=1)[CH3:30]. The yield is 0.330. (3) The reactants are [Cl:1][C:2]1[CH:7]=[CH:6][C:5]([NH:8][C:9](=[O:21])[C:10]2[CH:15]=[CH:14][CH:13]=[C:12]([C:16]([C:19]#[N:20])([CH3:18])[CH3:17])[CH:11]=2)=[CH:4][C:3]=1[O:22][C:23]1[CH:28]=[CH:27][C:26]([N+:29]([O-])=O)=[CH:25][N:24]=1.[Cl-].[Ca+2].[Cl-].O. The catalyst is C(O)C. The yield is 0.620. The product is [NH2:29][C:26]1[CH:27]=[CH:28][C:23]([O:22][C:3]2[CH:4]=[C:5]([NH:8][C:9](=[O:21])[C:10]3[CH:15]=[CH:14][CH:13]=[C:12]([C:16]([C:19]#[N:20])([CH3:17])[CH3:18])[CH:11]=3)[CH:6]=[CH:7][C:2]=2[Cl:1])=[N:24][CH:25]=1. (4) The reactants are N1C=CC=CC=1.[Cl:7][C:8]1[C:13]([C:14]([NH2:16])=O)=[CH:12][N:11]=[C:10]([Cl:17])[CH:9]=1.O=P(Cl)(Cl)Cl.[OH-].[Na+]. The catalyst is C(#N)C. The product is [Cl:7][C:8]1[C:13]([C:14]#[N:16])=[CH:12][N:11]=[C:10]([Cl:17])[CH:9]=1. The yield is 0.880. (5) The reactants are [C:1]([O:4][CH2:5][C@@H:6]1[C@@H:11]([O:12][C:13](=[O:15])[CH3:14])[C@H:10]([O:16][C:17](=[O:19])[CH3:18])[C@@H:9]([O:20][C:21](=[O:23])[CH3:22])[C@H:8]([N:24]2[C:32]3[C:27](=[C:28]([CH3:33])[CH:29]=[CH:30][CH:31]=3)[C:26]([CH2:34][C:35]3[CH:40]=[CH:39][C:38]([O:41][CH2:42][CH2:43][CH2:44]Cl)=[CH:37][CH:36]=3)=[CH:25]2)[O:7]1)(=[O:3])[CH3:2].[CH2:46]1[C:51]2([CH2:56][CH2:55][CH2:54][NH:53][CH2:52]2)[CH2:50][CH2:49][N:48]([C:57](=[O:67])[CH2:58][NH:59][C:60]([NH:62][CH2:63][CH:64]([CH3:66])[CH3:65])=[O:61])[CH2:47]1.C(=O)([O-])[O-].[K+].[K+].[I-].[K+].C(OC(=O)C)(=O)C. The catalyst is C(#N)C.CN(C)C1C=CN=CC=1.C(OC[C@@H]1[C@@H](OC(=O)C)[C@H](OC(=O)C)[C@@H](OC(=O)C)[C@H](N2C3C(=C(C)C=CC=3)C(CC3C=CC(OCCCCl)=CC=3)=C2)O1)(=O)C.C(N(CC)CC)C.CO.CCOC(C)=O. The product is [C:1]([O:4][CH2:5][C@@H:6]1[C@@H:11]([O:12][C:13](=[O:15])[CH3:14])[C@H:10]([O:16][C:17](=[O:19])[CH3:18])[C@@H:9]([O:20][C:21](=[O:23])[CH3:22])[C@H:8]([N:24]2[C:32]3[C:27](=[C:28]([CH3:33])[CH:29]=[CH:30][CH:31]=3)[C:26]([CH2:34][C:35]3[CH:40]=[CH:39][C:38]([O:41][CH2:42][CH2:43][CH2:44][N:53]4[CH2:52][C:51]5([CH2:50][CH2:49][N:48]([C:57](=[O:67])[CH2:58][NH:59][C:60](=[O:61])[NH:62][CH2:63][CH:64]([CH3:65])[CH3:66])[CH2:47][CH2:46]5)[CH2:56][CH2:55][CH2:54]4)=[CH:37][CH:36]=3)=[CH:25]2)[O:7]1)(=[O:3])[CH3:2]. The yield is 0.490. (6) The reactants are [NH2:1][C:2]1[CH:3]=[C:4]([CH:21]=[CH:22][CH:23]=1)[O:5][C:6]1[CH:7]=[CH:8][C:9]2[N:10]([CH:12]=[C:13]([NH:15][C:16]([CH:18]3[CH2:20][CH2:19]3)=[O:17])[N:14]=2)[N:11]=1.[CH2:24]([S:26]([C:29]1[S:33][C:32]([C:34](O)=[O:35])=[CH:31][CH:30]=1)(=[O:28])=[O:27])[CH3:25].Cl.CN(C)CCCN=C=NCC.ON1C2C=CC=CC=2N=N1. The catalyst is CN(C)C=O. The product is [CH:18]1([C:16]([NH:15][C:13]2[N:14]=[C:9]3[CH:8]=[CH:7][C:6]([O:5][C:4]4[CH:3]=[C:2]([NH:1][C:34]([C:32]5[S:33][C:29]([S:26]([CH2:24][CH3:25])(=[O:28])=[O:27])=[CH:30][CH:31]=5)=[O:35])[CH:23]=[CH:22][CH:21]=4)=[N:11][N:10]3[CH:12]=2)=[O:17])[CH2:20][CH2:19]1. The yield is 0.710. (7) The reactants are [O:1]=[C:2]1[CH2:11][CH2:10][C:9]2[C:4](=[CH:5][CH:6]=[C:7]([C:12]3[CH:13]=[C:14]([CH2:18][NH:19][S:20]([CH2:23][CH3:24])(=[O:22])=[O:21])[CH:15]=[N:16][CH:17]=3)[CH:8]=2)[NH:3]1.[Cl:25]N1C(=O)CCC1=O.O. The catalyst is CN(C=O)C.CCOC(C)=O. The product is [Cl:25][C:5]1[CH:6]=[C:7]([C:12]2[CH:13]=[C:14]([CH2:18][NH:19][S:20]([CH2:23][CH3:24])(=[O:22])=[O:21])[CH:15]=[N:16][CH:17]=2)[CH:8]=[C:9]2[C:4]=1[NH:3][C:2](=[O:1])[CH2:11][CH2:10]2. The yield is 0.330.